From a dataset of Catalyst prediction with 721,799 reactions and 888 catalyst types from USPTO. Predict which catalyst facilitates the given reaction. (1) Reactant: C(N(CC)C(C)C)(C)C.[O:10]=[C:11]1[NH:20][CH:19]([C:21]2[CH:28]=[CH:27][C:24]([C:25]#[N:26])=[CH:23][CH:22]=2)[C:18]2[C:17](=[O:29])[CH2:16][CH2:15][CH2:14][C:13]=2[N:12]1[C:30]1[CH:35]=[CH:34][CH:33]=[C:32]([C:36]([F:39])([F:38])[F:37])[CH:31]=1.Cl[C:41]([O:43][C:44]1[CH:49]=[CH:48][C:47]([N+:50]([O-:52])=[O:51])=[CH:46][CH:45]=1)=[O:42].O. Product: [C:25]([C:24]1[CH:23]=[CH:22][C:21]([CH:19]2[C:18]3[C:17](=[O:29])[CH2:16][CH2:15][CH2:14][C:13]=3[N:12]([C:30]3[CH:35]=[CH:34][CH:33]=[C:32]([C:36]([F:39])([F:37])[F:38])[CH:31]=3)[C:11](=[O:10])[N:20]2[C:41]([O:43][C:44]2[CH:45]=[CH:46][C:47]([N+:50]([O-:52])=[O:51])=[CH:48][CH:49]=2)=[O:42])=[CH:28][CH:27]=1)#[N:26]. The catalyst class is: 119. (2) Reactant: [OH:1][CH:2]1[CH2:7][CH2:6][N:5]([C:8]([O:10][C:11]([CH3:14])([CH3:13])[CH3:12])=[O:9])[CH2:4][CH2:3]1.C(N(CC)CC)C.[F:22][C:23]([F:35])([F:34])[C:24]1[CH:29]=[CH:28][C:27]([S:30](Cl)(=[O:32])=[O:31])=[CH:26][CH:25]=1. Product: [F:35][C:23]([F:22])([F:34])[C:24]1[CH:25]=[CH:26][C:27]([S:30]([O:1][CH:2]2[CH2:3][CH2:4][N:5]([C:8]([O:10][C:11]([CH3:14])([CH3:13])[CH3:12])=[O:9])[CH2:6][CH2:7]2)(=[O:32])=[O:31])=[CH:28][CH:29]=1. The catalyst class is: 119. (3) Reactant: ClC[CH:3]1[CH2:7][O:6][C:5]2([CH2:12][CH2:11][N:10]([CH2:13][C:14]3[S:18][C:17]([Cl:19])=[N:16][CH:15]=3)[CH2:9][CH2:8]2)[O:4]1.[C:20](=O)([O-])[O-].[K+].[K+].[Cl:26][C:27]1[CH:28]=[CH:29][C:30]([F:34])=[C:31]([CH:33]=1)[NH2:32].[I-].[K+]. Product: [Cl:26][C:27]1[CH:28]=[CH:29][C:30]([F:34])=[C:31]([N:32]([CH:3]2[CH2:7][O:6][C:5]3([CH2:8][CH2:9][N:10]([CH2:13][C:14]4[S:18][C:17]([Cl:19])=[N:16][CH:15]=4)[CH2:11][CH2:12]3)[O:4]2)[CH3:20])[CH:33]=1. The catalyst class is: 18. (4) Reactant: [CH3:1][O:2][C:3]1[CH:8]=[CH:7][C:6]([C:9]2[CH:17]=[CH:16][CH:15]=[C:14]3[C:10]=2[CH2:11][C:12](=[O:18])[NH:13]3)=[CH:5][CH:4]=1.[CH2:19]([N:21]([CH2:36][CH3:37])[CH2:22][CH2:23][NH:24][C:25]([C:27]1[C:31]([CH3:32])=[C:30]([CH:33]=O)[NH:29][C:28]=1[CH3:35])=[O:26])[CH3:20]. Product: [CH2:36]([N:21]([CH2:19][CH3:20])[CH2:22][CH2:23][NH:24][C:25]([C:27]1[C:31]([CH3:32])=[C:30]([CH:33]=[C:11]2[C:10]3[C:14](=[CH:15][CH:16]=[CH:17][C:9]=3[C:6]3[CH:7]=[CH:8][C:3]([O:2][CH3:1])=[CH:4][CH:5]=3)[NH:13][C:12]2=[O:18])[NH:29][C:28]=1[CH3:35])=[O:26])[CH3:37]. The catalyst class is: 360. (5) Reactant: [F:1][C:2]([F:20])([F:19])[O:3][C:4]1[CH:5]=[CH:6][C:7]2[O:12][CH:11]([C:13]([O:15]CC)=[O:14])[CH2:10][NH:9][C:8]=2[CH:18]=1.C([O-])([O-])=O.[K+].[K+].[I-].[Na+].Br[CH2:30][C:31]1[CH:36]=[CH:35][C:34]([O:37][CH3:38])=[CH:33][CH:32]=1. Product: [CH3:38][O:37][C:34]1[CH:35]=[CH:36][C:31]([CH2:30][N:9]2[CH2:10][CH:11]([C:13]([OH:15])=[O:14])[O:12][C:7]3[CH:6]=[CH:5][C:4]([O:3][C:2]([F:1])([F:19])[F:20])=[CH:18][C:8]2=3)=[CH:32][CH:33]=1. The catalyst class is: 3. (6) Reactant: Cl.[Br:2][C:3]1[CH:4]=[C:5]2[C:9](=[CH:10][CH:11]=1)[NH:8][N:7]=[C:6]2[C:12]([NH:14][CH2:15][CH:16]1[CH2:21][CH2:20][NH:19][CH2:18][CH2:17]1)=[O:13].C(=O)([O-])[O-].[K+].[K+].Br[CH2:29][C:30]([O:32][CH2:33][CH3:34])=[O:31]. Product: [CH2:33]([O:32][C:30](=[O:31])[CH2:29][N:19]1[CH2:18][CH2:17][CH:16]([CH2:15][NH:14][C:12]([C:6]2[C:5]3[C:9](=[CH:10][CH:11]=[C:3]([Br:2])[CH:4]=3)[NH:8][N:7]=2)=[O:13])[CH2:21][CH2:20]1)[CH3:34]. The catalyst class is: 18.